Dataset: Full USPTO retrosynthesis dataset with 1.9M reactions from patents (1976-2016). Task: Predict the reactants needed to synthesize the given product. (1) Given the product [CH2:26]([N:27]([CH2:30][CH3:31])[CH2:28][CH2:29][N:12]1[CH:13]=[C:9]([B:4]2[O:5][C:6]([CH3:7])([CH3:8])[C:2]([CH3:14])([CH3:1])[O:3]2)[CH:10]=[N:11]1)[CH3:25], predict the reactants needed to synthesize it. The reactants are: [CH3:1][C:2]1([CH3:14])[C:6]([CH3:8])([CH3:7])[O:5][B:4]([C:9]2[CH:10]=[N:11][NH:12][CH:13]=2)[O:3]1.C(=O)([O-])[O-].[Cs+].[Cs+].[I-].[K+].Cl.Cl[CH2:25][CH2:26][N:27]([CH2:30][CH3:31])[CH2:28][CH3:29]. (2) Given the product [CH3:17][N:6]1[C:7]2[CH:8]=[CH:9][C:10]([C:18]3[C:27]4[C:22](=[CH:23][CH:24]=[CH:25][CH:26]=4)[CH:21]=[CH:20][CH:19]=3)=[CH:11][C:12]=2[S:13][C:14]2[C:5]1=[CH:4][CH:3]=[C:2]([C:26]1[C:27]3[C:22](=[CH:21][CH:20]=[CH:19][CH:18]=3)[CH:23]=[CH:24][CH:25]=1)[CH:15]=2, predict the reactants needed to synthesize it. The reactants are: Br[C:2]1[CH:3]=[CH:4][C:5]2[N:6]([CH3:17])[C:7]3[C:12]([S:13][C:14]=2[CH:15]=1)=[CH:11][C:10](Br)=[CH:9][CH:8]=3.[C:18]1(B(O)O)[C:27]2[C:22](=[CH:23][CH:24]=[CH:25][CH:26]=2)[CH:21]=[CH:20][CH:19]=1.C(=O)([O-])[O-].[K+].[K+].CO. (3) Given the product [OH:8][C:5]1[C:4]([CH3:9])=[C:3]2[C:2](=[CH:7][CH:6]=1)[C:18](=[O:19])[O:11][CH2:10]2, predict the reactants needed to synthesize it. The reactants are: Br[C:2]1[CH:7]=[CH:6][C:5]([OH:8])=[C:4]([CH3:9])[C:3]=1[CH2:10][OH:11].C([Cu])#N.CN([CH:18]=[O:19])C. (4) Given the product [CH:36]([O:35][C:33]([N:11]1[CH2:10][CH2:9][N:8]([C:7]2[CH:6]=[CH:5][C:4]([NH:14][C:15]([N:17]3[CH2:18][CH2:19][N:20]([C:23](=[O:31])[C:24]4[CH:29]=[CH:28][CH:27]=[C:26]([F:30])[CH:25]=4)[CH2:21][CH2:22]3)=[O:16])=[CH:3][C:2]=2[F:1])[CH2:13][CH2:12]1)=[O:34])([CH3:38])[CH3:37], predict the reactants needed to synthesize it. The reactants are: [F:1][C:2]1[CH:3]=[C:4]([NH:14][C:15]([N:17]2[CH2:22][CH2:21][N:20]([C:23](=[O:31])[C:24]3[CH:29]=[CH:28][CH:27]=[C:26]([F:30])[CH:25]=3)[CH2:19][CH2:18]2)=[O:16])[CH:5]=[CH:6][C:7]=1[N:8]1[CH2:13][CH2:12][NH:11][CH2:10][CH2:9]1.Cl[C:33]([O:35][CH:36]([CH3:38])[CH3:37])=[O:34]. (5) Given the product [CH2:29]([N:18]1[C:8]2=[C:9]3[C:4](=[CH:5][CH:6]=[C:7]2[CH:20]=[N:19]1)[C:3](=[O:21])[C:2]([I:1])=[C:11]([C:12]1[CH:17]=[CH:16][CH:15]=[CH:14][CH:13]=1)[O:10]3)[CH3:30], predict the reactants needed to synthesize it. The reactants are: [I:1][C:2]1[C:3](=[O:21])[C:4]2[C:9]([O:10][C:11]=1[C:12]1[CH:17]=[CH:16][CH:15]=[CH:14][CH:13]=1)=[C:8]1[NH:18][N:19]=[CH:20][C:7]1=[CH:6][CH:5]=2.C(=O)([O-])[O-].[Cs+].[Cs+].I[CH2:29][CH3:30]. (6) The reactants are: [CH3:1][O:2][C:3]([NH:5][C:6]1[CH:11]=[CH:10][C:9]([CH:12]([C:22]2[CH:27]=[CH:26][C:25]([NH:28][C:29]([O:31][CH3:32])=[O:30])=[CH:24][CH:23]=2)[CH2:13][CH2:14][NH:15]C(=O)C(F)(F)F)=[CH:8][CH:7]=1)=[O:4].CO.O1CCOCC1.C(=O)([O-])[O-].[K+].[K+]. Given the product [CH3:32][O:31][C:29]([NH:28][C:25]1[CH:24]=[CH:23][C:22]([CH:12]([C:9]2[CH:8]=[CH:7][C:6]([NH:5][C:3]([O:2][CH3:1])=[O:4])=[CH:11][CH:10]=2)[CH2:13][CH2:14][NH2:15])=[CH:27][CH:26]=1)=[O:30], predict the reactants needed to synthesize it. (7) Given the product [CH2:1]([O:8][C:9]1[CH:18]=[CH:17][C:12]([C:13]([O:15][CH3:16])=[O:14])=[CH:11][C:10]=1[C:29]1[C:28]([CH3:27])([CH3:33])[CH2:32][CH2:31][CH:30]=1)[C:2]1[CH:7]=[CH:6][CH:5]=[CH:4][CH:3]=1, predict the reactants needed to synthesize it. The reactants are: [CH2:1]([O:8][C:9]1[CH:18]=[CH:17][C:12]([C:13]([O:15][CH3:16])=[O:14])=[CH:11][C:10]=1Br)[C:2]1[CH:7]=[CH:6][CH:5]=[CH:4][CH:3]=1.COC1C=CC=C(OC)[C:27]=1[C:28]1[CH:29]=[CH:30][CH:31]=[CH:32][C:33]=1P(C1CCCCC1)C1CCCCC1.P([O-])([O-])([O-])=O.[K+].[K+].[K+].CC1(C)C(B2OC(C)(C)C(C)(C)O2)=CCC1. (8) Given the product [C:31]([OH:38])(=[O:37])/[CH:32]=[CH:33]/[C:34]([OH:36])=[O:35].[CH3:1][O:2][C:3]1[CH:8]=[C:7]([O:9][CH3:10])[N:6]=[CH:5][C:4]=1[C:11]1[C:24]2[C:19](=[CH:20][C:21]([O:27][CH2:28][CH3:29])=[C:22]([O:25][CH3:26])[CH:23]=2)[C@@H:18]2[C@@H:13]([CH2:14][CH2:15][C@@H:16]([OH:30])[CH2:17]2)[N:12]=1, predict the reactants needed to synthesize it. The reactants are: [CH3:1][O:2][C:3]1[CH:8]=[C:7]([O:9][CH3:10])[N:6]=[CH:5][C:4]=1[C:11]1[C:24]2[C:19](=[CH:20][C:21]([O:27][CH2:28][CH3:29])=[C:22]([O:25][CH3:26])[CH:23]=2)[C@@H:18]2[C@@H:13]([CH2:14][CH2:15][C@@H:16]([OH:30])[CH2:17]2)[N:12]=1.[C:31]([OH:38])(=[O:37])/[CH:32]=[CH:33]/[C:34]([OH:36])=[O:35]. (9) Given the product [C:9]([O:13][C:14](=[O:33])[NH:15][CH:16]([C:19]1[N:20]([CH2:1][C:2]2[CH:7]=[CH:6][CH:5]=[CH:4][CH:3]=2)[C:21](=[O:32])[C:22]2[N:30]([N:31]=1)[C:29]1[C:24](=[CH:25][CH:26]=[CH:27][CH:28]=1)[CH:23]=2)[CH2:17][CH3:18])([CH3:10])([CH3:11])[CH3:12], predict the reactants needed to synthesize it. The reactants are: [CH2:1](Br)[C:2]1[CH:7]=[CH:6][CH:5]=[CH:4][CH:3]=1.[C:9]([O:13][C:14](=[O:33])[NH:15][CH:16]([C:19]1[NH:20][C:21](=[O:32])[C:22]2[N:30]([N:31]=1)[C:29]1[C:24](=[CH:25][CH:26]=[CH:27][CH:28]=1)[CH:23]=2)[CH2:17][CH3:18])([CH3:12])([CH3:11])[CH3:10].C(=O)([O-])[O-].[K+].[K+].